Dataset: Full USPTO retrosynthesis dataset with 1.9M reactions from patents (1976-2016). Task: Predict the reactants needed to synthesize the given product. (1) Given the product [NH2:7][C:3]1[CH:2]=[C:1]([NH:8][C:30]([C:26]2[S:27][CH:28]=[CH:29][C:25]=2[NH:24][CH2:23][C:16]2[C:17]3[C:22](=[CH:21][CH:20]=[CH:19][CH:18]=3)[N:13]=[CH:14][CH:15]=2)=[O:31])[CH:6]=[CH:5][CH:4]=1, predict the reactants needed to synthesize it. The reactants are: [C:1]1([NH2:8])[CH:6]=[CH:5][CH:4]=[C:3]([NH2:7])[CH:2]=1.C[Al](C)C.[N:13]1[C:22]2[C:17](=[CH:18][CH:19]=[CH:20][CH:21]=2)[C:16]([CH2:23][NH:24][C:25]2[CH:29]=[CH:28][S:27][C:26]=2[C:30](OC)=[O:31])=[CH:15][CH:14]=1. (2) Given the product [CH:1]1([C:4]2[C:12]([N:13]([S:14]([CH3:17])(=[O:15])=[O:16])[CH2:18][CH:19]=[O:20])=[CH:11][C:10]3[C:6](=[C:7]([C:28]([NH:30][CH3:31])=[O:29])[N:8]([C:21]4[CH:26]=[CH:25][C:24]([CH3:27])=[CH:23][N:22]=4)[N:9]=3)[CH:5]=2)[CH2:3][CH2:2]1, predict the reactants needed to synthesize it. The reactants are: [CH:1]1([C:4]2[C:12]([N:13]([CH2:18][CH2:19][OH:20])[S:14]([CH3:17])(=[O:16])=[O:15])=[CH:11][C:10]3[C:6](=[C:7]([C:28]([NH:30][CH3:31])=[O:29])[N:8]([C:21]4[CH:26]=[CH:25][C:24]([CH3:27])=[CH:23][N:22]=4)[N:9]=3)[CH:5]=2)[CH2:3][CH2:2]1.CC(OI1(OC(C)=O)(OC(C)=O)OC(=O)C2C=CC=CC1=2)=O. (3) Given the product [CH3:20][O:21][C:22]1[CH:27]=[CH:26][CH:25]=[CH:24][C:23]=1[NH:28][C:29](=[S:30])[NH:1][C:2]1[C:10]2[N:9]=[C:8]([NH:11][C:12](=[O:19])[C:13]3[CH:14]=[CH:15][CH:16]=[CH:17][CH:18]=3)[NH:7][C:6]=2[CH:5]=[CH:4][CH:3]=1, predict the reactants needed to synthesize it. The reactants are: [NH2:1][C:2]1[C:10]2[N:9]=[C:8]([NH:11][C:12](=[O:19])[C:13]3[CH:18]=[CH:17][CH:16]=[CH:15][CH:14]=3)[NH:7][C:6]=2[CH:5]=[CH:4][CH:3]=1.[CH3:20][O:21][C:22]1[CH:27]=[CH:26][CH:25]=[CH:24][C:23]=1[N:28]=[C:29]=[S:30].